Dataset: Full USPTO retrosynthesis dataset with 1.9M reactions from patents (1976-2016). Task: Predict the reactants needed to synthesize the given product. (1) The reactants are: [CH3:1][O:2][C:3]1[CH:4]=[C:5]([CH:8]=[CH:9][C:10]=1[O:11][CH:12]([O:14][CH2:15][CH3:16])[CH3:13])[CH:6]=[CH2:7].[C:17]([O:21][C:22](=[O:33])[C:23]([CH2:25][O:26][CH2:27][C:28](=[CH2:32])[C:29]([O-:31])=[O:30])=[CH2:24])([CH3:20])([CH3:19])[CH3:18].N(C(C)(C)C(OC)=O)=NC(C)(C)C(OC)=O. Given the product [CH3:1][O:2][C:3]1[CH:4]=[C:5]([CH:8]=[CH:9][C:10]=1[O:11][CH:12]([O:14][CH2:15][CH3:16])[CH3:13])[CH:6]=[CH2:7].[C:17]([O:21][C:22](=[O:33])[C:23]([CH2:25][O:26][CH2:27][C:28](=[CH2:32])[C:29]([O-:31])=[O:30])=[CH2:24])([CH3:20])([CH3:19])[CH3:18], predict the reactants needed to synthesize it. (2) Given the product [Si:19]([O:1][C:2]1[C:11]2[C:6](=[CH:7][CH:8]=[CH:9][CH:10]=2)[C:5]([CH:12]=[O:13])=[CH:4][CH:3]=1)([C:22]([CH3:25])([CH3:24])[CH3:23])([CH3:21])[CH3:20], predict the reactants needed to synthesize it. The reactants are: [OH:1][C:2]1[C:11]2[C:6](=[CH:7][CH:8]=[CH:9][CH:10]=2)[C:5]([CH:12]=[O:13])=[CH:4][CH:3]=1.N1C=CN=C1.[Si:19](Cl)([C:22]([CH3:25])([CH3:24])[CH3:23])([CH3:21])[CH3:20]. (3) Given the product [O:21]1[C:22]2[C:23](=[N:24][CH:25]=[CH:26][CH:27]=2)[O:28][C@@H:19]([C:16]2[CH:17]=[CH:18][C:13]([CH2:12][N:38]3[CH2:39][CH2:40][C:35]([C:29]4[CH:30]=[CH:31][CH:32]=[CH:33][CH:34]=4)([OH:41])[CH2:36][CH2:37]3)=[CH:14][CH:15]=2)[CH2:20]1, predict the reactants needed to synthesize it. The reactants are: C(OC(C1CCN([CH2:12][C:13]2[CH:18]=[CH:17][C:16]([C@@H:19]3[O:28][C:23]4=[N:24][CH:25]=[CH:26][CH:27]=[C:22]4[O:21][CH2:20]3)=[CH:15][CH:14]=2)CC1)=O)C.[C:29]1([C:35]2([OH:41])[CH2:40][CH2:39][NH:38][CH2:37][CH2:36]2)[CH:34]=[CH:33][CH:32]=[CH:31][CH:30]=1. (4) Given the product [Cl:24][C:21]1[CH:20]=[CH:19][C:18]([S:15]([CH:14]([C:25]2[CH:30]=[C:29]([F:31])[CH:28]=[CH:27][C:26]=2[F:32])[CH2:13][CH2:12][CH2:11][CH2:10][CH2:9][OH:8])(=[O:17])=[O:16])=[CH:23][CH:22]=1, predict the reactants needed to synthesize it. The reactants are: [Si]([O:8][CH2:9][CH2:10][CH2:11][CH2:12][CH2:13][CH:14]([C:25]1[CH:30]=[C:29]([F:31])[CH:28]=[CH:27][C:26]=1[F:32])[S:15]([C:18]1[CH:23]=[CH:22][C:21]([Cl:24])=[CH:20][CH:19]=1)(=[O:17])=[O:16])(C(C)(C)C)(C)C.[F-].C([N+](CCCC)(CCCC)CCCC)CCC.O.